Task: Regression/Classification. Given a drug SMILES string, predict its absorption, distribution, metabolism, or excretion properties. Task type varies by dataset: regression for continuous measurements (e.g., permeability, clearance, half-life) or binary classification for categorical outcomes (e.g., BBB penetration, CYP inhibition). Dataset: cyp2d6_veith.. Dataset: CYP2D6 inhibition data for predicting drug metabolism from PubChem BioAssay (1) The molecule is CCC(O)CNc1nc(-n2nc(C)cc2C)nc2sc3c(c12)CC(C)(C)OC3. The result is 0 (non-inhibitor). (2) The compound is COc1cccc(Nc2ncc3nc(-c4ccccc4)c(=O)n(C[C@H]4CCCO4)c3n2)c1. The result is 0 (non-inhibitor). (3) The compound is Cc1nn(C)c(Cl)c1S(=O)(=O)N[C@@H](c1ccccc1)[C@]1(C)C[C@H]1[C@@H](C)C(=O)Nc1ccc2ccccc2c1. The result is 0 (non-inhibitor).